This data is from Catalyst prediction with 721,799 reactions and 888 catalyst types from USPTO. The task is: Predict which catalyst facilitates the given reaction. (1) Reactant: Br[C:2]1[CH:3]=[C:4]2[C:15]3([N:20]=[C:19]([NH2:21])[CH:18]([CH:22]4[CH2:27][CH2:26][CH2:25][CH2:24][CH2:23]4)[O:17][CH2:16]3)[C:14]3[CH:13]=[C:12]([Cl:28])[N:11]=[CH:10][C:9]=3[O:8][C:5]2=[CH:6][CH:7]=1.C(=O)([O-])[O-].[Na+].[Na+].O1CCOCC1.[F:41][C:42]1[C:47](B(O)O)=[CH:46][CH:45]=[CH:44][N:43]=1. Product: [Cl:28][C:12]1[N:11]=[CH:10][C:9]2[O:8][C:5]3[C:4]([C@@:15]4([N:20]=[C:19]([NH2:21])[C@H:18]([CH:22]5[CH2:27][CH2:26][CH2:25][CH2:24][CH2:23]5)[O:17][CH2:16]4)[C:14]=2[CH:13]=1)=[CH:3][C:2]([C:47]1[C:42]([F:41])=[N:43][CH:44]=[CH:45][CH:46]=1)=[CH:7][CH:6]=3.[Cl:28][C:12]1[N:11]=[CH:10][C:9]2[O:8][C:5]3[C:4]([C@:15]4([N:20]=[C:19]([NH2:21])[C@H:18]([CH:22]5[CH2:27][CH2:26][CH2:25][CH2:24][CH2:23]5)[O:17][CH2:16]4)[C:14]=2[CH:13]=1)=[CH:3][C:2]([C:47]1[C:42]([F:41])=[N:43][CH:44]=[CH:45][CH:46]=1)=[CH:7][CH:6]=3. The catalyst class is: 103. (2) Reactant: [Br:1][C:2]1[CH:7]=[CH:6][C:5]([CH:8]2[CH2:10][O:9]2)=[CH:4][C:3]=1[F:11].[NH2:12][CH2:13][CH2:14][OH:15]. Product: [Br:1][C:2]1[CH:7]=[CH:6][C:5]([CH:8]([OH:9])[CH2:10][NH:12][CH2:13][CH2:14][OH:15])=[CH:4][C:3]=1[F:11]. The catalyst class is: 220. (3) Reactant: C([O:8][C:9]([C:11]1[S:36][C:14]2[N:15]([CH3:35])[C:16](=[O:34])[N:17]([CH2:20][C:21]3[CH:26]=[CH:25][C:24]([C:27]([O:29][C:30]([CH3:33])([CH3:32])[CH3:31])=[O:28])=[CH:23][CH:22]=3)[C:18](=[O:19])[C:13]=2[CH:12]=1)=[O:10])C1C=CC=CC=1.[Li+].[OH-]. Product: [C:30]([O:29][C:27]([C:24]1[CH:25]=[CH:26][C:21]([CH2:20][N:17]2[C:18](=[O:19])[C:13]3[CH:12]=[C:11]([C:9]([OH:10])=[O:8])[S:36][C:14]=3[N:15]([CH3:35])[C:16]2=[O:34])=[CH:22][CH:23]=1)=[O:28])([CH3:33])([CH3:31])[CH3:32]. The catalyst class is: 20. (4) Reactant: [CH3:1][O:2][C:3](=[O:13])[C:4]1[CH:9]=[CH:8][C:7]([NH2:10])=[CH:6][C:5]=1[O:11][CH3:12].C(N(CC)CC)C.[C:21](O)(=[O:23])[CH3:22].C(=O)(O)[O-].[Na+]. Product: [CH3:1][O:2][C:3](=[O:13])[C:4]1[CH:9]=[CH:8][C:7]([NH:10][C:21](=[O:23])[CH3:22])=[CH:6][C:5]=1[O:11][CH3:12]. The catalyst class is: 119. (5) Reactant: [OH:1][N:2]1[C:6](=[O:7])[C:5]2=[CH:8][CH:9]=[CH:10][CH:11]=[C:4]2[C:3]1=[O:12].CCN(CC)CC.[F:20][C:21]([F:35])([F:34])[C:22]1[CH:29]=[C:28]([C:30]([F:33])([F:32])[F:31])[CH:27]=[CH:26][C:23]=1[CH2:24]Br.CO. Product: [F:20][C:21]([F:34])([F:35])[C:22]1[CH:29]=[C:28]([C:30]([F:33])([F:31])[F:32])[CH:27]=[CH:26][C:23]=1[CH2:24][O:1][N:2]1[C:3](=[O:12])[C:4]2=[CH:11][CH:10]=[CH:9][CH:8]=[C:5]2[C:6]1=[O:7]. The catalyst class is: 18. (6) Reactant: [Al+3].[Cl-].[Cl-].[Cl-].[H-].[H-].[H-].[H-].[Li+].[Al+3].[CH2:11]1[C:16]2([O:21][CH2:20][CH2:19][CH2:18][O:17]2)[CH2:15][CH2:14][CH2:13][CH2:12]1.[OH-].[K+]. Product: [CH:16]1([O:17][CH2:18][CH2:19][CH2:20][OH:21])[CH2:11][CH2:12][CH2:13][CH2:14][CH2:15]1. The catalyst class is: 316. (7) Reactant: [CH:1]([C:4]1[N:9]=[C:8]([NH2:10])[CH:7]=[N:6][CH:5]=1)([CH3:3])[CH3:2].C1COCC1.ClC(Cl)(O[C:20](=[O:26])OC(Cl)(Cl)Cl)Cl.[CH3:28][C:29]1[CH:34]=[C:33]([C:35]2[CH:36]=[CH:37][C:38]3[N:44]4[CH2:45][C@H:41]([CH2:42][CH2:43]4)[NH:40][C:39]=3[N:46]=2)[CH:32]=[CH:31][N:30]=1. Product: [CH:1]([C:4]1[N:9]=[C:8]([NH:10][C:20]([N:40]2[C@@H:41]3[CH2:45][N:44]([CH2:43][CH2:42]3)[C:38]3[CH:37]=[CH:36][C:35]([C:33]4[CH:32]=[CH:31][N:30]=[C:29]([CH3:28])[CH:34]=4)=[N:46][C:39]2=3)=[O:26])[CH:7]=[N:6][CH:5]=1)([CH3:3])[CH3:2]. The catalyst class is: 61.